Dataset: Full USPTO retrosynthesis dataset with 1.9M reactions from patents (1976-2016). Task: Predict the reactants needed to synthesize the given product. (1) Given the product [Cl:1][C:2]1[CH:7]=[C:6]([Cl:8])[CH:5]=[CH:4][C:3]=1[C:9]1[N:10]=[C:11]([CH2:36][CH3:37])[C:12]([NH:17][C@H:18]2[C@@H:22]([O:23][CH2:24][CH3:25])[CH2:21][NH:20][CH2:19]2)=[N:13][C:14]=1[CH2:15][CH3:16], predict the reactants needed to synthesize it. The reactants are: [Cl:1][C:2]1[CH:7]=[C:6]([Cl:8])[CH:5]=[CH:4][C:3]=1[C:9]1[N:10]=[C:11]([CH2:36][CH3:37])[C:12]([NH:17][C@H:18]2[C@@H:22]([O:23][CH2:24][CH3:25])[CH2:21][N:20](C(OCC3C=CC=CC=3)=O)[CH2:19]2)=[N:13][C:14]=1[CH2:15][CH3:16].C([SiH](CC)CC)C.FC(F)(F)C(O)=O.[OH-].[Na+]. (2) Given the product [CH3:29][N:2]([CH3:1])[C:3]([C:5]1[CH:10]=[CH:9][C:8]([NH:11][C:12]2[N:17]=[CH:16][N:15]=[C:14]([N:18]3[CH2:19][CH2:20][CH:21]([C:24]([NH:45]/[C:44](=[N:46]/[OH:47])/[C:43]([F:42])([CH3:49])[CH3:48])=[O:26])[CH2:22][CH2:23]3)[C:13]=2[F:27])=[C:7]([F:28])[CH:6]=1)=[O:4], predict the reactants needed to synthesize it. The reactants are: [CH3:1][N:2]([CH3:29])[C:3]([C:5]1[CH:10]=[CH:9][C:8]([NH:11][C:12]2[N:17]=[CH:16][N:15]=[C:14]([N:18]3[CH2:23][CH2:22][CH:21]([C:24]([OH:26])=O)[CH2:20][CH2:19]3)[C:13]=2[F:27])=[C:7]([F:28])[CH:6]=1)=[O:4].N1(C(N2C=CN=C2)=O)C=CN=C1.[F:42][C:43]([CH3:49])([CH3:48])/[C:44](=[N:46]/[OH:47])/[NH2:45].